Dataset: Peptide-MHC class I binding affinity with 185,985 pairs from IEDB/IMGT. Task: Regression. Given a peptide amino acid sequence and an MHC pseudo amino acid sequence, predict their binding affinity value. This is MHC class I binding data. (1) The peptide sequence is TALAKCNLDH. The MHC is HLA-A11:01 with pseudo-sequence HLA-A11:01. The binding affinity (normalized) is 0. (2) The MHC is HLA-A02:03 with pseudo-sequence HLA-A02:03. The peptide sequence is NISGYNFSL. The binding affinity (normalized) is 0.294. (3) The peptide sequence is FFNVEIPEF. The MHC is HLA-A26:01 with pseudo-sequence HLA-A26:01. The binding affinity (normalized) is 0.213. (4) The peptide sequence is ETFGFEIQSY. The MHC is HLA-A02:02 with pseudo-sequence HLA-A02:02. The binding affinity (normalized) is 0.0189. (5) The peptide sequence is YFTFDLTAL. The MHC is HLA-B46:01 with pseudo-sequence HLA-B46:01. The binding affinity (normalized) is 0.0847.